Dataset: hERG potassium channel inhibition data for cardiac toxicity prediction from Karim et al.. Task: Regression/Classification. Given a drug SMILES string, predict its toxicity properties. Task type varies by dataset: regression for continuous values (e.g., LD50, hERG inhibition percentage) or binary classification for toxic/non-toxic outcomes (e.g., AMES mutagenicity, cardiotoxicity, hepatotoxicity). Dataset: herg_karim. (1) The compound is OC[C@H]1O[C@@H](OCCc2ccc(O)cc2)[C@H](O)[C@@H](O)[C@@H]1O. The result is 0 (non-blocker). (2) The molecule is Cn1c(SCCCN2CC[C@]3(C[C@@H]3c3ccc(C(F)(F)F)cc3)C2)nnc1-c1ccncn1. The result is 1 (blocker). (3) The molecule is O=C(c1cc(F)cc(F)c1)N1CCN(c2ccc(OCCCN3CCCC3)cc2)C(=O)C1. The result is 1 (blocker). (4) The molecule is CCOC(=O)C1=C(CN2CCOC[C@H]2C(=O)O)NC(c2nccs2)=NC1c1ccc(F)cc1Cl. The result is 0 (non-blocker). (5) The compound is Cn1c(CCCCN2CC3C[C@]3(c3ccc(C(F)(F)F)cc3)C2)nnc1-c1ccccc1F. The result is 1 (blocker). (6) The compound is Cn1ncc2c1CCCC2CCN1Cc2ccccc2C1. The result is 1 (blocker). (7) The compound is O=C(NCc1ccc(Cl)cc1Cl)C1CCN(Cc2ccn(-c3ccc(C(F)(F)F)cn3)c2)CC1. The result is 1 (blocker). (8) The compound is CCN(CC)CCNC(=O)c1cc(Br)c(N)cc1OC. The result is 0 (non-blocker). (9) The result is 0 (non-blocker). The compound is CC1(C)CC(NC(=O)c2ccccc2O)c2cc(-c3ccc(Cl)cc3)c(-c3ccc(Cl)cc3Cl)nc2O1. (10) The molecule is COC(=O)[C@H](CCCNC(=N)N)NS(=O)(=O)c1ccc(C)cc1. The result is 0 (non-blocker).